This data is from NCI-60 drug combinations with 297,098 pairs across 59 cell lines. The task is: Regression. Given two drug SMILES strings and cell line genomic features, predict the synergy score measuring deviation from expected non-interaction effect. (1) Drug 1: C1CC(C1)(C(=O)O)C(=O)O.[NH2-].[NH2-].[Pt+2]. Drug 2: CCC1(CC2CC(C3=C(CCN(C2)C1)C4=CC=CC=C4N3)(C5=C(C=C6C(=C5)C78CCN9C7C(C=CC9)(C(C(C8N6C)(C(=O)OC)O)OC(=O)C)CC)OC)C(=O)OC)O.OS(=O)(=O)O. Cell line: MOLT-4. Synergy scores: CSS=42.8, Synergy_ZIP=9.26, Synergy_Bliss=17.6, Synergy_Loewe=3.02, Synergy_HSA=6.83. (2) Drug 1: CN(CC1=CN=C2C(=N1)C(=NC(=N2)N)N)C3=CC=C(C=C3)C(=O)NC(CCC(=O)O)C(=O)O. Drug 2: COCCOC1=C(C=C2C(=C1)C(=NC=N2)NC3=CC=CC(=C3)C#C)OCCOC.Cl. Cell line: KM12. Synergy scores: CSS=61.7, Synergy_ZIP=-2.54, Synergy_Bliss=-2.00, Synergy_Loewe=-47.8, Synergy_HSA=-1.05. (3) Synergy scores: CSS=83.9, Synergy_ZIP=0.502, Synergy_Bliss=0.131, Synergy_Loewe=1.26, Synergy_HSA=5.82. Drug 2: COC1=CC(=CC(=C1O)OC)C2C3C(COC3=O)C(C4=CC5=C(C=C24)OCO5)OC6C(C(C7C(O6)COC(O7)C8=CC=CS8)O)O. Cell line: ACHN. Drug 1: CC1OCC2C(O1)C(C(C(O2)OC3C4COC(=O)C4C(C5=CC6=C(C=C35)OCO6)C7=CC(=C(C(=C7)OC)O)OC)O)O. (4) Drug 1: C1CCC(C1)C(CC#N)N2C=C(C=N2)C3=C4C=CNC4=NC=N3. Drug 2: C1CC(=O)NC(=O)C1N2C(=O)C3=CC=CC=C3C2=O. Synergy scores: CSS=1.24, Synergy_ZIP=2.74, Synergy_Bliss=7.35, Synergy_Loewe=2.43, Synergy_HSA=2.14. Cell line: T-47D. (5) Drug 2: C1=CC(=CC=C1C#N)C(C2=CC=C(C=C2)C#N)N3C=NC=N3. Drug 1: CNC(=O)C1=CC=CC=C1SC2=CC3=C(C=C2)C(=NN3)C=CC4=CC=CC=N4. Cell line: NCI-H522. Synergy scores: CSS=11.3, Synergy_ZIP=-3.99, Synergy_Bliss=2.94, Synergy_Loewe=1.40, Synergy_HSA=3.78. (6) Drug 1: C1C(C(OC1N2C=C(C(=O)NC2=O)F)CO)O. Drug 2: CCCCC(=O)OCC(=O)C1(CC(C2=C(C1)C(=C3C(=C2O)C(=O)C4=C(C3=O)C=CC=C4OC)O)OC5CC(C(C(O5)C)O)NC(=O)C(F)(F)F)O. Cell line: A549. Synergy scores: CSS=45.0, Synergy_ZIP=-3.55, Synergy_Bliss=-6.63, Synergy_Loewe=-6.45, Synergy_HSA=-4.72.